From a dataset of Peptide-MHC class II binding affinity with 134,281 pairs from IEDB. Regression. Given a peptide amino acid sequence and an MHC pseudo amino acid sequence, predict their binding affinity value. This is MHC class II binding data. (1) The peptide sequence is SELQIVDKIDAAFKI. The MHC is DRB1_0101 with pseudo-sequence DRB1_0101. The binding affinity (normalized) is 0.580. (2) The MHC is DRB1_0404 with pseudo-sequence DRB1_0404. The binding affinity (normalized) is 0.776. The peptide sequence is YDKQLANVSTVLTGK. (3) The peptide sequence is TWQGGSGMASHIIYE. The MHC is DRB5_0101 with pseudo-sequence DRB5_0101. The binding affinity (normalized) is 0.0598. (4) The peptide sequence is SVVVQDPKNVYQRGT. The MHC is HLA-DQA10501-DQB10303 with pseudo-sequence YNYHQRXFATVLHSLYFGLTYYDVRTETVHLETT. The binding affinity (normalized) is 0.260. (5) The peptide sequence is HGRQIRMAKLLGRDPE. The MHC is DRB1_0401 with pseudo-sequence DRB1_0401. The binding affinity (normalized) is 0.276. (6) The peptide sequence is ITVVLHKTSEPGKYTA. The MHC is DRB1_0101 with pseudo-sequence DRB1_0101. The binding affinity (normalized) is 0.159. (7) The peptide sequence is LNKMRAVWVDGKART. The MHC is HLA-DPA10103-DPB10401 with pseudo-sequence HLA-DPA10103-DPB10401. The binding affinity (normalized) is 0.172.